From a dataset of NCI-60 drug combinations with 297,098 pairs across 59 cell lines. Regression. Given two drug SMILES strings and cell line genomic features, predict the synergy score measuring deviation from expected non-interaction effect. (1) Drug 1: C1=CC=C(C=C1)NC(=O)CCCCCCC(=O)NO. Drug 2: COC1=C2C(=CC3=C1OC=C3)C=CC(=O)O2. Cell line: K-562. Synergy scores: CSS=31.9, Synergy_ZIP=-0.310, Synergy_Bliss=-2.88, Synergy_Loewe=-4.36, Synergy_HSA=-4.93. (2) Drug 1: C1=CC(=CC=C1CCCC(=O)O)N(CCCl)CCCl. Drug 2: CC1CCCC2(C(O2)CC(NC(=O)CC(C(C(=O)C(C1O)C)(C)C)O)C(=CC3=CSC(=N3)C)C)C. Cell line: OVCAR-8. Synergy scores: CSS=19.2, Synergy_ZIP=-8.84, Synergy_Bliss=2.39, Synergy_Loewe=1.52, Synergy_HSA=1.73. (3) Drug 1: CC12CCC(CC1=CCC3C2CCC4(C3CC=C4C5=CN=CC=C5)C)O. Drug 2: CC(C)NC(=O)C1=CC=C(C=C1)CNNC.Cl. Cell line: UACC62. Synergy scores: CSS=-0.549, Synergy_ZIP=-0.645, Synergy_Bliss=-1.74, Synergy_Loewe=-5.35, Synergy_HSA=-3.06. (4) Cell line: NCI/ADR-RES. Synergy scores: CSS=3.09, Synergy_ZIP=0.303, Synergy_Bliss=4.83, Synergy_Loewe=-2.46, Synergy_HSA=1.96. Drug 2: CCN(CC)CCNC(=O)C1=C(NC(=C1C)C=C2C3=C(C=CC(=C3)F)NC2=O)C. Drug 1: C1C(C(OC1N2C=C(C(=O)NC2=O)F)CO)O. (5) Drug 1: C1=CC(=CC=C1CCC2=CNC3=C2C(=O)NC(=N3)N)C(=O)NC(CCC(=O)O)C(=O)O. Drug 2: C1=NC2=C(N=C(N=C2N1C3C(C(C(O3)CO)O)F)Cl)N. Cell line: DU-145. Synergy scores: CSS=30.3, Synergy_ZIP=-2.08, Synergy_Bliss=0.471, Synergy_Loewe=1.34, Synergy_HSA=3.10. (6) Drug 1: CC1C(C(CC(O1)OC2CC(CC3=C2C(=C4C(=C3O)C(=O)C5=C(C4=O)C(=CC=C5)OC)O)(C(=O)C)O)N)O.Cl. Drug 2: CN(CCCl)CCCl.Cl. Cell line: A498. Synergy scores: CSS=15.6, Synergy_ZIP=-6.19, Synergy_Bliss=0.827, Synergy_Loewe=-5.94, Synergy_HSA=-0.0507.